From a dataset of Catalyst prediction with 721,799 reactions and 888 catalyst types from USPTO. Predict which catalyst facilitates the given reaction. Reactant: F[C:2]1[C:7]([N+:8]([O-:10])=[O:9])=[CH:6][C:5]([NH:11][S:12]([C:15]2[CH:20]=[CH:19][C:18]([CH3:21])=[CH:17][CH:16]=2)(=[O:14])=[O:13])=[C:4]([NH:22][S:23]([C:26]2[CH:31]=[CH:30][C:29]([CH3:32])=[CH:28][CH:27]=2)(=[O:25])=[O:24])[CH:3]=1.[Cl:33][C:34]1[CH:39]=[CH:38][CH:37]=[CH:36][C:35]=1[CH2:40][SH:41].C([O-])([O-])=O.[K+].[K+]. Product: [Cl:33][C:34]1[CH:39]=[CH:38][CH:37]=[CH:36][C:35]=1[CH2:40][S:41][C:2]1[C:7]([N+:8]([O-:10])=[O:9])=[CH:6][C:5]([NH:11][S:12]([C:15]2[CH:20]=[CH:19][C:18]([CH3:21])=[CH:17][CH:16]=2)(=[O:14])=[O:13])=[C:4]([NH:22][S:23]([C:26]2[CH:31]=[CH:30][C:29]([CH3:32])=[CH:28][CH:27]=2)(=[O:25])=[O:24])[CH:3]=1. The catalyst class is: 692.